This data is from Peptide-MHC class I binding affinity with 185,985 pairs from IEDB/IMGT. The task is: Regression. Given a peptide amino acid sequence and an MHC pseudo amino acid sequence, predict their binding affinity value. This is MHC class I binding data. The peptide sequence is GSENLKSFY. The MHC is Mamu-A02 with pseudo-sequence Mamu-A02. The binding affinity (normalized) is 0.874.